Dataset: Full USPTO retrosynthesis dataset with 1.9M reactions from patents (1976-2016). Task: Predict the reactants needed to synthesize the given product. (1) The reactants are: [CH3:1][C:2]1[C:6]([S:7]([C:10]2[CH:15]=[CH:14][CH:13]=[CH:12][CH:11]=2)(=[O:9])=[O:8])=[C:5]([CH3:16])[NH:4][C:3]=1[C:17]([OH:19])=O.S(Cl)([Cl:22])=O. Given the product [CH3:1][C:2]1[C:6]([S:7]([C:10]2[CH:15]=[CH:14][CH:13]=[CH:12][CH:11]=2)(=[O:9])=[O:8])=[C:5]([CH3:16])[NH:4][C:3]=1[C:17]([Cl:22])=[O:19], predict the reactants needed to synthesize it. (2) Given the product [ClH:29].[CH2:17]([NH:25][CH2:15][C:13]1[C:14]2[C:5]([CH:6]=[C:7]3[C:12]=1[CH:11]=[CH:10][CH:9]=[CH:8]3)=[CH:4][CH:3]=[CH:2][CH:1]=2)[CH2:18][CH2:19][CH2:20][CH2:21][CH2:22][CH2:23][CH3:24], predict the reactants needed to synthesize it. The reactants are: [CH:1]1[C:14]2[C:5](=[CH:6][C:7]3[C:12]([C:13]=2[CH:15]=O)=[CH:11][CH:10]=[CH:9][CH:8]=3)[CH:4]=[CH:3][CH:2]=1.[CH2:17]([NH2:25])[CH2:18][CH2:19][CH2:20][CH2:21][CH2:22][CH2:23][CH3:24].[BH4-].[Na+].C(Cl)(Cl)[Cl:29]. (3) Given the product [CH2:19]([O:11][C:7]1[CH:6]=[C:5]([CH:10]=[CH:9][CH:8]=1)[O:4][C:3]1[CH:12]=[CH:13][C:14]([N+:16]([O-:18])=[O:17])=[CH:15][C:2]=1[CH3:1])[CH:20]([CH3:22])[CH3:21], predict the reactants needed to synthesize it. The reactants are: [CH3:1][C:2]1[CH:15]=[C:14]([N+:16]([O-:18])=[O:17])[CH:13]=[CH:12][C:3]=1[O:4][C:5]1[CH:6]=[C:7]([OH:11])[CH:8]=[CH:9][CH:10]=1.[CH2:19](Br)[CH:20]([CH3:22])[CH3:21].C(=O)([O-])[O-].[K+].[K+]. (4) Given the product [CH:1]1([CH2:5][N:6]2[C:15]3[CH2:14][CH2:13][NH:12][CH2:11][C:10]=3[CH:9]=[C:8]([CH2:23][C:24]3[CH:29]=[CH:28][CH:27]=[CH:26][C:25]=3[F:30])[C:7]2=[O:31])[CH2:4][CH2:3][CH2:2]1, predict the reactants needed to synthesize it. The reactants are: [CH:1]1([CH2:5][N:6]2[C:15]3[CH2:14][CH2:13][N:12](C(OC(C)(C)C)=O)[CH2:11][C:10]=3[CH:9]=[C:8]([CH2:23][C:24]3[CH:29]=[CH:28][CH:27]=[CH:26][C:25]=3[F:30])[C:7]2=[O:31])[CH2:4][CH2:3][CH2:2]1.C(O)(C(F)(F)F)=O.C(Cl)Cl. (5) Given the product [Cl:1][C:2]1[C:7]([F:8])=[CH:6][CH:5]=[C:4]([Cl:9])[C:3]=1[CH:10]([OH:15])[CH2:11][CH:12]([CH3:13])[CH3:14], predict the reactants needed to synthesize it. The reactants are: [Cl:1][C:2]1[C:7]([F:8])=[CH:6][CH:5]=[C:4]([Cl:9])[C:3]=1[CH:10]([OH:15])[CH2:11][C:12]([CH3:14])=[CH2:13]. (6) The reactants are: Cl.[NH2:2][C:3]1[CH:4]=[C:5]2[C:9](=[CH:10][CH:11]=1)[N:8]([C:12]1[CH:17]=[CH:16][C:15]([NH:18][C:19]([N:21]([C:23]3[CH:28]=[CH:27][C:26]([Cl:29])=[C:25]([C:30]([F:33])([F:32])[F:31])[CH:24]=3)[OH:22])=[O:20])=[CH:14][CH:13]=1)[CH:7]=[CH:6]2.[CH3:34][CH2:35][CH2:36][CH2:37][C:38](Cl)=[O:39]. Given the product [Cl:29][C:26]1[CH:27]=[CH:28][C:23]([N:21]([OH:22])[C:19](=[O:20])[NH:18][C:15]2[CH:14]=[CH:13][C:12]([N:8]3[C:9]4[C:5](=[CH:4][C:3]([NH:2][C:38](=[O:39])[CH2:37][CH2:36][CH2:35][CH3:34])=[CH:11][CH:10]=4)[CH:6]=[CH:7]3)=[CH:17][CH:16]=2)=[CH:24][C:25]=1[C:30]([F:33])([F:32])[F:31], predict the reactants needed to synthesize it. (7) Given the product [Cl:32][C:24]1[CH:25]=[C:26]([O:30][CH3:31])[C:27]([CH3:29])=[CH:28][C:23]=1[C:19]1[N:15]2[N:16]=[C:11]([C:5]3[CH:6]=[CH:7][C:8]([O:9][CH3:10])=[C:3]([O:2][CH3:1])[CH:4]=3)[CH:12]=[CH:13][C:14]2=[N:17][C:20]=1[CH3:21], predict the reactants needed to synthesize it. The reactants are: [CH3:1][O:2][C:3]1[CH:4]=[C:5]([C:11]2[N:16]=[N:15][C:14]([NH2:17])=[CH:13][CH:12]=2)[CH:6]=[CH:7][C:8]=1[O:9][CH3:10].Cl[CH:19]([C:23]1[CH:28]=[C:27]([CH3:29])[C:26]([O:30][CH3:31])=[CH:25][C:24]=1[Cl:32])[C:20](=O)[CH3:21].CCN(CC)CC. (8) Given the product [CH2:37]([S:34]([NH:4][C:5]([CH:7]1[CH2:8][CH2:9][N:10]([C:13]2[N:14]=[C:15]([O:26][CH2:87][C:86]([OH:90])=[O:89])[C:16]([C:17]([O:19][CH2:20][CH3:21])=[O:18])=[CH:22][C:23]=2[C:24]#[N:25])[CH2:11][CH2:12]1)=[O:6])(=[O:35])=[O:36])[C:38]1[CH:39]=[CH:40][CH:41]=[CH:42][CH:43]=1, predict the reactants needed to synthesize it. The reactants are: C([N:4]([S:34]([CH2:37][C:38]1[CH:43]=[CH:42][CH:41]=[CH:40][CH:39]=1)(=[O:36])=[O:35])[C:5]([CH:7]1[CH2:12][CH2:11][N:10]([C:13]2[C:23]([C:24]#[N:25])=[CH:22][C:16]([C:17]([O:19][CH2:20][CH3:21])=[O:18])=[C:15]([O:26]S(C(F)(F)F)(=O)=O)[N:14]=2)[CH2:9][CH2:8]1)=[O:6])C=C.CC1(C)C2C(=C(P(C3C=CC=CC=3)C3C=CC=CC=3)C=CC=2)OC2C(P(C3C=CC=CC=3)C3C=CC=CC=3)=CC=CC1=2.[C:86]([O:90]CC)(=[O:89])[CH2:87]O.CCN(C(C)C)C(C)C. (9) Given the product [N+:1]([C:4]1[CH:5]=[C:6]([CH:10]=[CH:11][C:12]=1[F:13])[C:7]([Cl:17])=[O:8])([O-:3])=[O:2], predict the reactants needed to synthesize it. The reactants are: [N+:1]([C:4]1[CH:5]=[C:6]([CH:10]=[CH:11][C:12]=1[F:13])[C:7](O)=[O:8])([O-:3])=[O:2].C(Cl)(=O)C([Cl:17])=O.CN(C=O)C.